This data is from Reaction yield outcomes from USPTO patents with 853,638 reactions. The task is: Predict the reaction yield, written as a fraction of the theoretical maximum amount of product (1.0 means a 100% yield; for example, 0.34 means a 34% yield). (1) The reactants are [CH3:1][N:2]1[CH2:7][CH2:6][N:5]([C:8]([O:10][C:11]2[C:12]3[CH:87]=[CH:86][CH:85]=[CH:84][C:13]=3[C:14]3[C@H:15]([CH2:82][Cl:83])[CH2:16][N:17]([C:20](=[O:81])[CH2:21][CH2:22][CH2:23][CH2:24][CH2:25][O:26][C:27]4[CH:32]=[C:31]([NH:33][C:34]([O:36][CH2:37][C:38]5[CH:43]=[CH:42][C:41]([NH:44][C:45](=[O:66])[C@@H:46]([NH:59][C:60]([O:62][CH2:63][CH:64]=[CH2:65])=[O:61])[CH2:47][CH2:48][CH2:49][CH2:50][NH:51][C:52]([O:54][C:55]([CH3:58])([CH3:57])[CH3:56])=[O:53])=[CH:40][CH:39]=5)=[O:35])[C:30]([C:67]([N:69]5[CH2:73][CH2:72][CH2:71][C@H:70]5[CH2:74][O:75]C(=O)C)=[O:68])=[CH:29][C:28]=4[O:79][CH3:80])[C:18]=3[CH:19]=2)=[O:9])[CH2:4][CH2:3]1.C([O-])([O-])=O.[K+].[K+]. The catalyst is C(Cl)Cl.CO. The product is [CH3:1][N:2]1[CH2:3][CH2:4][N:5]([C:8]([O:10][C:11]2[C:12]3[CH:87]=[CH:86][CH:85]=[CH:84][C:13]=3[C:14]3[C@H:15]([CH2:82][Cl:83])[CH2:16][N:17]([C:20](=[O:81])[CH2:21][CH2:22][CH2:23][CH2:24][CH2:25][O:26][C:27]4[CH:32]=[C:31]([NH:33][C:34]([O:36][CH2:37][C:38]5[CH:43]=[CH:42][C:41]([NH:44][C:45](=[O:66])[C@@H:46]([NH:59][C:60]([O:62][CH2:63][CH:64]=[CH2:65])=[O:61])[CH2:47][CH2:48][CH2:49][CH2:50][NH:51][C:52]([O:54][C:55]([CH3:58])([CH3:57])[CH3:56])=[O:53])=[CH:40][CH:39]=5)=[O:35])[C:30]([C:67]([N:69]5[CH2:73][CH2:72][CH2:71][C@H:70]5[CH2:74][OH:75])=[O:68])=[CH:29][C:28]=4[O:79][CH3:80])[C:18]=3[CH:19]=2)=[O:9])[CH2:6][CH2:7]1. The yield is 0.960. (2) The reactants are [N+:1]([C:4]1[CH:11]=[CH:10][C:7]([CH2:8][Cl:9])=[CH:6][CH:5]=1)([O-:3])=[O:2].[O:12]1[CH:16]2[O:17][CH2:18][CH2:19][N:15]2[CH2:14][CH2:13]1. The catalyst is C(Cl)(Cl)Cl. The product is [Cl-:9].[N+:1]([C:4]1[CH:11]=[CH:10][C:7]([CH2:8][N+:15]23[CH2:19][CH2:18][O:17][CH:16]2[O:12][CH2:13][CH2:14]3)=[CH:6][CH:5]=1)([O-:3])=[O:2]. The yield is 0.754.